This data is from Reaction yield outcomes from USPTO patents with 853,638 reactions. The task is: Predict the reaction yield, written as a fraction of the theoretical maximum amount of product (1.0 means a 100% yield; for example, 0.34 means a 34% yield). (1) The reactants are N[C:2]1[CH:7]=[CH:6][C:5]([F:8])=[CH:4][C:3]=1[S:9]([NH:12][C:13]1[CH:14]=[CH:15][CH:16]=[C:17]2[C:22]=1[N:21]=[CH:20][CH:19]=[CH:18]2)(=[O:11])=[O:10].N(OC(C)(C)C)=O.CC(O)=O. The catalyst is C1COCC1. The product is [F:8][C:5]1[CH:4]=[C:3]2[C:2](=[CH:7][CH:6]=1)[C:14]1[C:13](=[C:22]3[C:17](=[CH:16][CH:15]=1)[CH:18]=[CH:19][CH:20]=[N:21]3)[NH:12][S:9]2(=[O:11])=[O:10]. The yield is 0.0800. (2) The reactants are [C:1]1([S:7]([N:10]2[C:14]3[CH:15]=[N:16][C:17]([C:20]#[N:21])=[C:18]([OH:19])[C:13]=3[C:12]3[CH:22]=[CH:23][CH:24]=[N:25][C:11]2=3)(=[O:9])=[O:8])[CH:6]=[CH:5][CH:4]=[CH:3][CH:2]=1.N1C=CC=CC=1.[F:32][C:33]([F:64])([F:63])[C:34]([F:62])([F:61])[C:35]([F:60])([F:59])[C:36]([F:58])([F:57])[S:37](O[S:37]([C:36]([F:58])([F:57])[C:35]([F:59])([F:60])[C:34]([F:61])([F:62])[C:33]([F:32])([F:63])[F:64])(=[O:38])=[O:39])(=[O:39])=[O:38].Cl. The catalyst is ClCCl. The product is [C:1]1([S:7]([N:10]2[C:14]3[CH:15]=[N:16][C:17]([C:20]#[N:21])=[C:18]([O:19][S:37]([C:36]([F:57])([F:58])[C:35]([F:59])([F:60])[C:34]([F:61])([F:62])[C:33]([F:64])([F:63])[F:32])(=[O:39])=[O:38])[C:13]=3[C:12]3[CH:22]=[CH:23][CH:24]=[N:25][C:11]2=3)(=[O:8])=[O:9])[CH:2]=[CH:3][CH:4]=[CH:5][CH:6]=1. The yield is 0.740. (3) The reactants are Br[C:2]1[CH:3]=[C:4]2[C:9](=[CH:10][C:11]=1[O:12][CH3:13])[C:8](=[O:14])[NH:7][C:6](=[O:15])[C:5]2=[CH:16][NH:17][C:18]1[CH:23]=[CH:22][C:21]([N:24]2[CH2:29][CH2:28][N:27]([CH3:30])[CH2:26][CH2:25]2)=[CH:20][CH:19]=1.[O:31]1[CH:35]=[CH:34][C:33](B(O)O)=[CH:32]1.C(P(C(C)(C)C)C(C)(C)C)(C)(C)C.C(=O)([O-])[O-].[Cs+].[Cs+]. The catalyst is C1C=CC(/C=C/C(/C=C/C2C=CC=CC=2)=O)=CC=1.C1C=CC(/C=C/C(/C=C/C2C=CC=CC=2)=O)=CC=1.C1C=CC(/C=C/C(/C=C/C2C=CC=CC=2)=O)=CC=1.C(Cl)(Cl)Cl.[Pd].[Pd].CN(C)C=O. The product is [O:31]1[CH:35]=[CH:34][C:33]([C:2]2[CH:3]=[C:4]3[C:9](=[CH:10][C:11]=2[O:12][CH3:13])[C:8](=[O:14])[NH:7][C:6](=[O:15])[C:5]3=[CH:16][NH:17][C:18]2[CH:23]=[CH:22][C:21]([N:24]3[CH2:25][CH2:26][N:27]([CH3:30])[CH2:28][CH2:29]3)=[CH:20][CH:19]=2)=[CH:32]1. The yield is 0.680.